From a dataset of Forward reaction prediction with 1.9M reactions from USPTO patents (1976-2016). Predict the product of the given reaction. (1) Given the reactants C([O:5]O)(C)(C)C.[F:7][C:8]([F:20])([F:19])[C:9]1[CH:14]=[CH:13][C:12](/[CH:15]=[CH:16]/[CH2:17][OH:18])=[CH:11][CH:10]=1.[Na+].[Cl-].[OH-].[Na+], predict the reaction product. The product is: [F:7][C:8]([F:19])([F:20])[C:9]1[CH:10]=[CH:11][C:12]([C@@H:15]2[O:5][C@H:16]2[CH2:17][OH:18])=[CH:13][CH:14]=1. (2) Given the reactants CC1C=CC([C@@H](N[C:11]([C@H:13]2[CH2:15][C@@H:14]2[C:16]2[CH:21]=[CH:20][CH:19]=[CH:18][CH:17]=2)=[O:12])C)=NC=1.Cl.[CH2:23]([O:25][C:26]1[N:31]=[CH:30][C:29]([C@@H:32]([NH2:34])[CH3:33])=[CH:28][CH:27]=1)[CH3:24], predict the reaction product. The product is: [CH2:23]([O:25][C:26]1[N:31]=[CH:30][C:29]([C@@H:32]([NH:34][C:11]([C@H:13]2[CH2:15][C@@H:14]2[C:16]2[CH:21]=[CH:20][CH:19]=[CH:18][CH:17]=2)=[O:12])[CH3:33])=[CH:28][CH:27]=1)[CH3:24].